The task is: Predict which catalyst facilitates the given reaction.. This data is from Catalyst prediction with 721,799 reactions and 888 catalyst types from USPTO. (1) Reactant: C(OC(=O)[NH:7][CH:8]1[CH2:13][CH2:12][NH:11][CH2:10][CH2:9]1)(C)(C)C.Br[CH2:16][C:17]1[CH:22]=[CH:21][C:20]([Cl:23])=[C:19]([Cl:24])[CH:18]=1.C(=O)([O-])[O-].[Na+].[Na+]. Product: [Cl:24][C:19]1[CH:18]=[C:17]([CH:22]=[CH:21][C:20]=1[Cl:23])[CH2:16][N:11]1[CH2:10][CH2:9][CH:8]([NH2:7])[CH2:13][CH2:12]1. The catalyst class is: 31. (2) Reactant: [F:1][CH2:2][CH2:3][OH:4].[C:5]1([CH3:15])[CH:10]=[CH:9][C:8]([S:11](Cl)(=[O:13])=[O:12])=[CH:7][CH:6]=1.O.CCOC(C)=O. Product: [F:1][CH2:2][CH2:3][O:4][S:11]([C:8]1[CH:9]=[CH:10][C:5]([CH3:15])=[CH:6][CH:7]=1)(=[O:13])=[O:12]. The catalyst class is: 17. (3) Reactant: [H-].[Na+].[CH2:3]([O:5][C:6](=[O:26])[N:7]([C:15]1[CH:20]=[C:19](Br)[N:18]=[C:17]([NH2:22])[C:16]=1[N+:23]([O-:25])=[O:24])[CH2:8][C:9]1[CH:14]=[CH:13][CH:12]=[CH:11][CH:10]=1)[CH3:4].[CH3:27][OH:28]. Product: [CH2:3]([O:5][C:6](=[O:26])[N:7]([C:15]1[CH:20]=[C:19]([O:28][CH3:27])[N:18]=[C:17]([NH2:22])[C:16]=1[N+:23]([O-:25])=[O:24])[CH2:8][C:9]1[CH:14]=[CH:13][CH:12]=[CH:11][CH:10]=1)[CH3:4]. The catalyst class is: 1. (4) Reactant: [NH2:1][C:2]1[C:3]2[C:30]([CH3:37])([C:31]3[CH:36]=[CH:35][CH:34]=[CH:33][CH:32]=3)[C:29](=[O:38])[NH:28][C:4]=2[N:5]=[C:6]([NH:8]/[N:9]=[C:10](/[C:20]2[CH:25]=[C:24]([Cl:26])[CH:23]=[CH:22][C:21]=2Br)\[CH2:11][CH2:12][C:13]([F:19])([F:18])[C:14]([F:17])([F:16])[F:15])[N:7]=1. Product: [NH2:1][C:2]1[C:3]2[C:30]([CH3:37])([C:31]3[CH:36]=[CH:35][CH:34]=[CH:33][CH:32]=3)[C:29](=[O:38])[NH:28][C:4]=2[N:5]=[C:6]([N:8]2[C:21]3[C:20](=[CH:25][C:24]([Cl:26])=[CH:23][CH:22]=3)[C:10]([CH2:11][CH2:12][C:13]([F:19])([F:18])[C:14]([F:17])([F:16])[F:15])=[N:9]2)[N:7]=1. The catalyst class is: 471. (5) Reactant: [NH2:1][CH2:2][C@H:3]1[CH2:8][CH2:7][C@H:6]([CH2:9][NH:10][C:11]2[N:20]=[C:19]([N:21]([CH3:23])[CH3:22])[C:18]3[C:13](=[CH:14][CH:15]=[CH:16][CH:17]=3)[N:12]=2)[CH2:5][CH2:4]1.[Br:24][C:25]1[CH:32]=[CH:31][C:28]([CH:29]=O)=[C:27]([O:33][C:34]([F:37])([F:36])[F:35])[CH:26]=1.C(O)(=O)C.[BH-](OC(C)=O)(OC(C)=O)OC(C)=O.[Na+]. Product: [Br:24][C:25]1[CH:32]=[CH:31][C:28]([CH2:29][NH:1][CH2:2][C@H:3]2[CH2:8][CH2:7][C@H:6]([CH2:9][NH:10][C:11]3[N:20]=[C:19]([N:21]([CH3:23])[CH3:22])[C:18]4[C:13](=[CH:14][CH:15]=[CH:16][CH:17]=4)[N:12]=3)[CH2:5][CH2:4]2)=[C:27]([O:33][C:34]([F:35])([F:36])[F:37])[CH:26]=1. The catalyst class is: 2. (6) Reactant: [OH:1][C@H:2]1[C:8]2=[N:9][CH:10]=[CH:11][CH:12]=[C:7]2[C:6](=[O:13])[CH2:5][CH2:4][CH2:3]1.[Si:14](OS(C(F)(F)F)(=O)=O)([CH:21]([CH3:23])[CH3:22])([CH:18]([CH3:20])[CH3:19])[CH:15]([CH3:17])[CH3:16].CCN(CC)CC. Product: [CH:15]([Si:14]([CH:21]([CH3:23])[CH3:22])([CH:18]([CH3:20])[CH3:19])[O:1][C@H:2]1[C:8]2=[N:9][CH:10]=[CH:11][CH:12]=[C:7]2[C:6](=[O:13])[CH2:5][CH2:4][CH2:3]1)([CH3:17])[CH3:16]. The catalyst class is: 2. (7) Reactant: [CH3:1][O:2][C:3]1[CH:8]=[CH:7][CH:6]=[CH:5][C:4]=1[N:9]1[CH2:14][CH2:13][C:12]([CH2:23][NH2:24])([C:15]2[CH:20]=[CH:19][CH:18]=[C:17]([O:21][CH3:22])[CH:16]=2)[CH2:11][CH2:10]1.C(N(CC)CC)C.[CH2:32]([O:34][C:35](Cl)=[O:36])[CH3:33].C(=O)([O-])O.[Na+]. Product: [CH3:1][O:2][C:3]1[CH:8]=[CH:7][CH:6]=[CH:5][C:4]=1[N:9]1[CH2:14][CH2:13][C:12]([CH2:23][NH:24][C:35](=[O:36])[O:34][CH2:32][CH3:33])([C:15]2[CH:20]=[CH:19][CH:18]=[C:17]([O:21][CH3:22])[CH:16]=2)[CH2:11][CH2:10]1. The catalyst class is: 4. (8) Reactant: [F-:1].[K+].CN(C=O)C.Cl[C:9]1[CH:16]=[CH:15][C:14]([N+:17]([O-:19])=[O:18])=[CH:13][C:10]=1[CH:11]=[O:12]. Product: [F:1][C:9]1[CH:16]=[CH:15][C:14]([N+:17]([O-:19])=[O:18])=[CH:13][C:10]=1[CH:11]=[O:12]. The catalyst class is: 6. (9) The catalyst class is: 66. Reactant: [F:1][C:2]([F:13])([F:12])[C:3]1[CH:11]=[CH:10][C:6]([C:7](Cl)=[O:8])=[CH:5][CH:4]=1.[NH2:14][C:15]1[CH:16]=[CH:17][C:18]([CH3:34])=[C:19]([NH:21][C:22]([C:24]2[CH:25]=[C:26]3[C:31](=[CH:32][CH:33]=2)[N:30]=[CH:29][CH:28]=[CH:27]3)=[O:23])[CH:20]=1. Product: [F:1][C:2]([F:13])([F:12])[C:3]1[CH:11]=[CH:10][C:6]([C:7]([NH:14][C:15]2[CH:16]=[CH:17][C:18]([CH3:34])=[C:19]([NH:21][C:22]([C:24]3[CH:25]=[C:26]4[C:31](=[CH:32][CH:33]=3)[N:30]=[CH:29][CH:28]=[CH:27]4)=[O:23])[CH:20]=2)=[O:8])=[CH:5][CH:4]=1. (10) The catalyst class is: 2. Product: [Br:21][C:14]1[CH:13]=[C:12]2[C:17]([C:18]3[CH2:19][CH2:20][NH:8][CH2:9][C:10]=3[N:11]2[CH3:22])=[CH:16][CH:15]=1. Reactant: C(OC([N:8]1[CH2:20][CH2:19][C:18]2[C:17]3[C:12](=[CH:13][C:14]([Br:21])=[CH:15][CH:16]=3)[N:11]([CH3:22])[C:10]=2[CH2:9]1)=O)(C)(C)C.FC(F)(F)C(O)=O.